This data is from NCI-60 drug combinations with 297,098 pairs across 59 cell lines. The task is: Regression. Given two drug SMILES strings and cell line genomic features, predict the synergy score measuring deviation from expected non-interaction effect. Drug 1: CC1C(C(=O)NC(C(=O)N2CCCC2C(=O)N(CC(=O)N(C(C(=O)O1)C(C)C)C)C)C(C)C)NC(=O)C3=C4C(=C(C=C3)C)OC5=C(C(=O)C(=C(C5=N4)C(=O)NC6C(OC(=O)C(N(C(=O)CN(C(=O)C7CCCN7C(=O)C(NC6=O)C(C)C)C)C)C(C)C)C)N)C. Drug 2: C1=NC(=NC(=O)N1C2C(C(C(O2)CO)O)O)N. Cell line: MDA-MB-435. Synergy scores: CSS=10.4, Synergy_ZIP=-12.0, Synergy_Bliss=-16.6, Synergy_Loewe=-27.0, Synergy_HSA=-18.7.